The task is: Regression. Given two drug SMILES strings and cell line genomic features, predict the synergy score measuring deviation from expected non-interaction effect.. This data is from NCI-60 drug combinations with 297,098 pairs across 59 cell lines. (1) Synergy scores: CSS=5.36, Synergy_ZIP=-2.17, Synergy_Bliss=-1.96, Synergy_Loewe=-11.8, Synergy_HSA=-7.07. Drug 1: CC(C)CN1C=NC2=C1C3=CC=CC=C3N=C2N. Drug 2: CCC1(C2=C(COC1=O)C(=O)N3CC4=CC5=C(C=CC(=C5CN(C)C)O)N=C4C3=C2)O.Cl. Cell line: NCI-H226. (2) Drug 1: CN1CCC(CC1)COC2=C(C=C3C(=C2)N=CN=C3NC4=C(C=C(C=C4)Br)F)OC. Drug 2: CC1=CC2C(CCC3(C2CCC3(C(=O)C)OC(=O)C)C)C4(C1=CC(=O)CC4)C. Cell line: UACC-257. Synergy scores: CSS=-4.20, Synergy_ZIP=0.152, Synergy_Bliss=-6.05, Synergy_Loewe=-13.5, Synergy_HSA=-8.83. (3) Drug 1: CN1C(=O)N2C=NC(=C2N=N1)C(=O)N. Drug 2: C1=CN(C=N1)CC(O)(P(=O)(O)O)P(=O)(O)O. Cell line: UACC-257. Synergy scores: CSS=-1.32, Synergy_ZIP=0.111, Synergy_Bliss=-2.08, Synergy_Loewe=-6.46, Synergy_HSA=-2.78. (4) Drug 1: CN(CC1=CN=C2C(=N1)C(=NC(=N2)N)N)C3=CC=C(C=C3)C(=O)NC(CCC(=O)O)C(=O)O. Drug 2: CS(=O)(=O)OCCCCOS(=O)(=O)C. Cell line: NCI-H322M. Synergy scores: CSS=48.0, Synergy_ZIP=0.270, Synergy_Bliss=-0.374, Synergy_Loewe=-68.3, Synergy_HSA=-0.901. (5) Drug 1: C1CN1C2=NC(=NC(=N2)N3CC3)N4CC4. Drug 2: C(CN)CNCCSP(=O)(O)O. Cell line: MCF7. Synergy scores: CSS=27.2, Synergy_ZIP=-6.43, Synergy_Bliss=-1.01, Synergy_Loewe=-22.7, Synergy_HSA=0.536.